From a dataset of Full USPTO retrosynthesis dataset with 1.9M reactions from patents (1976-2016). Predict the reactants needed to synthesize the given product. (1) Given the product [CH:38]1([O:42][C:2]2[CH:11]=[C:10]3[C:5]([CH:6]=[C:7]([NH:12][C:13]([CH:15]4[CH2:17][CH2:16]4)=[O:14])[N:8]=[CH:9]3)=[CH:4][CH:3]=2)[CH2:41][CH2:40][CH2:39]1, predict the reactants needed to synthesize it. The reactants are: Br[C:2]1[CH:11]=[C:10]2[C:5]([CH:6]=[C:7]([NH:12][C:13]([CH:15]3[CH2:17][CH2:16]3)=[O:14])[N:8]=[CH:9]2)=[CH:4][CH:3]=1.N1C2C(=CC=C3C=2N=CC=C3)C=CC=1.C(=O)([O-])[O-].[Cs+].[Cs+].[CH:38]1([OH:42])[CH2:41][CH2:40][CH2:39]1. (2) The reactants are: [CH3:1][C:2]1[N:6]([C:7]2[CH:12]=[CH:11][C:10]([CH3:13])=[CH:9][CH:8]=2)[N:5]=[CH:4][C:3]=1[C:14]([OH:16])=O.S(Cl)(Cl)=O.C[N:22](C)C=O.N. Given the product [CH3:1][C:2]1[N:6]([C:7]2[CH:12]=[CH:11][C:10]([CH3:13])=[CH:9][CH:8]=2)[N:5]=[CH:4][C:3]=1[C:14]([NH2:22])=[O:16], predict the reactants needed to synthesize it. (3) Given the product [Cl:1][C:2]1[N:6]2[N:7]=[C:8]([CH3:27])[C:9]([CH2:18][CH:19]([OH:26])[CH2:20][C:21]([OH:23])=[O:22])=[C:10]([C:11]3[CH:12]=[CH:13][C:14]([F:17])=[CH:15][CH:16]=3)[C:5]2=[CH:4][CH:3]=1, predict the reactants needed to synthesize it. The reactants are: [Cl:1][C:2]1[N:6]2[N:7]=[C:8]([CH3:27])[C:9]([CH2:18][CH:19]([OH:26])[CH2:20][C:21]([O:23]CC)=[O:22])=[C:10]([C:11]3[CH:16]=[CH:15][C:14]([F:17])=[CH:13][CH:12]=3)[C:5]2=[CH:4][CH:3]=1.[OH-].[Na+].CO. (4) The reactants are: [C:1]([O:5][C:6]([N:8]1[CH2:13][CH2:12][CH:11]([N:14]2[C:27]3[CH:26]=[CH:25][C:24](Cl)=[CH:23][C:22]=3[O:21][C:20]3[C:15]2=[CH:16][CH:17]=[CH:18][CH:19]=3)[CH2:10][CH2:9]1)=[O:7])([CH3:4])([CH3:3])[CH3:2].BrC1C=CC2N([CH:44]3[CH2:49][CH2:48][NH:47][CH2:46][CH2:45]3)C3C(SC=2C=1)=CC=CC=3.O1CCOCC1.O. Given the product [C:1]([O:5][C:6]([N:8]1[CH2:13][CH2:12][CH:11]([N:14]2[C:27]3[CH:26]=[CH:25][C:24]([C:45]4[CH:46]=[N:47][CH:48]=[CH:49][CH:44]=4)=[CH:23][C:22]=3[O:21][C:20]3[C:15]2=[CH:16][CH:17]=[CH:18][CH:19]=3)[CH2:10][CH2:9]1)=[O:7])([CH3:4])([CH3:3])[CH3:2], predict the reactants needed to synthesize it. (5) Given the product [O:1]1[CH2:6][CH2:5][CH:4]([CH:7]2[C:16]3[C:11](=[CH:12][CH:13]=[CH:14][CH:15]=3)[N:10]([CH2:17][CH2:18][NH2:20])[CH2:9][CH2:8]2)[CH2:3][CH2:2]1, predict the reactants needed to synthesize it. The reactants are: [O:1]1[CH2:6][CH2:5][CH:4]([CH:7]2[C:16]3[C:11](=[CH:12][CH:13]=[CH:14][CH:15]=3)[N:10]([CH2:17][C:18]([NH2:20])=O)[CH2:9][CH2:8]2)[CH2:3][CH2:2]1.O1CCCC1.B.